Dataset: NCI-60 drug combinations with 297,098 pairs across 59 cell lines. Task: Regression. Given two drug SMILES strings and cell line genomic features, predict the synergy score measuring deviation from expected non-interaction effect. (1) Drug 1: CC1=CC2C(CCC3(C2CCC3(C(=O)C)OC(=O)C)C)C4(C1=CC(=O)CC4)C. Drug 2: CNC(=O)C1=NC=CC(=C1)OC2=CC=C(C=C2)NC(=O)NC3=CC(=C(C=C3)Cl)C(F)(F)F. Cell line: MDA-MB-435. Synergy scores: CSS=34.7, Synergy_ZIP=4.19, Synergy_Bliss=4.77, Synergy_Loewe=-13.9, Synergy_HSA=0.640. (2) Drug 1: CC12CCC3C(C1CCC2=O)CC(=C)C4=CC(=O)C=CC34C. Drug 2: CC1CCC2CC(C(=CC=CC=CC(CC(C(=O)C(C(C(=CC(C(=O)CC(OC(=O)C3CCCCN3C(=O)C(=O)C1(O2)O)C(C)CC4CCC(C(C4)OC)OCCO)C)C)O)OC)C)C)C)OC. Cell line: SR. Synergy scores: CSS=76.9, Synergy_ZIP=8.84, Synergy_Bliss=8.49, Synergy_Loewe=6.17, Synergy_HSA=9.65. (3) Drug 1: CCCS(=O)(=O)NC1=C(C(=C(C=C1)F)C(=O)C2=CNC3=C2C=C(C=N3)C4=CC=C(C=C4)Cl)F. Drug 2: CS(=O)(=O)CCNCC1=CC=C(O1)C2=CC3=C(C=C2)N=CN=C3NC4=CC(=C(C=C4)OCC5=CC(=CC=C5)F)Cl. Cell line: SF-295. Synergy scores: CSS=-1.48, Synergy_ZIP=-0.499, Synergy_Bliss=-0.374, Synergy_Loewe=-0.871, Synergy_HSA=-0.881.